Dataset: Full USPTO retrosynthesis dataset with 1.9M reactions from patents (1976-2016). Task: Predict the reactants needed to synthesize the given product. (1) The reactants are: [C:1]1([C:7]2[CH:8]=[CH:9][C:10]3[N:11]([C:26]4[CH:31]=[CH:30][C:29]([OH:32])=[CH:28][CH:27]=4)[C:12]4[C:17]([C:18]=3[CH:19]=2)=[CH:16][C:15]([C:20]2[CH:25]=[CH:24][CH:23]=[CH:22][CH:21]=2)=[CH:14][CH:13]=4)[CH:6]=[CH:5][CH:4]=[CH:3][CH:2]=1.[H-].[Na+].Br[CH2:36][CH2:37][CH2:38][CH2:39][CH2:40][CH2:41][CH2:42][CH2:43][OH:44].O. Given the product [C:1]1([C:7]2[CH:8]=[CH:9][C:10]3[N:11]([C:26]4[CH:27]=[CH:28][C:29]([O:32][CH2:36][CH2:37][CH2:38][CH2:39][CH2:40][CH2:41][CH2:42][CH2:43][OH:44])=[CH:30][CH:31]=4)[C:12]4[C:17]([C:18]=3[CH:19]=2)=[CH:16][C:15]([C:20]2[CH:25]=[CH:24][CH:23]=[CH:22][CH:21]=2)=[CH:14][CH:13]=4)[CH:2]=[CH:3][CH:4]=[CH:5][CH:6]=1, predict the reactants needed to synthesize it. (2) Given the product [C:1]([O:5][C:6](=[O:38])[N:7]([C:16]1[S:17][C@:18]2([C:32](=[O:37])[NH:33][C:34]([CH3:36])([CH3:39])[CH3:35])[C@H:20]([C@:21]([C:24]3[CH:29]=[C:28]([NH2:30])[CH:27]=[CH:26][C:25]=3[F:31])([CH3:23])[N:22]=1)[CH2:19]2)[CH2:8][O:9][CH2:10][CH2:11][Si:12]([CH3:13])([CH3:15])[CH3:14])([CH3:3])([CH3:4])[CH3:2], predict the reactants needed to synthesize it. The reactants are: [C:1]([O:5][C:6](=[O:38])[N:7]([C:16]1[S:17][C@:18]2([C:32](=[O:37])[NH:33][CH:34]3[CH2:36][CH2:35]3)[C@H:20]([C@:21]([C:24]3[CH:29]=[C:28]([NH2:30])[CH:27]=[CH:26][C:25]=3[F:31])([CH3:23])[N:22]=1)[CH2:19]2)[CH2:8][O:9][CH2:10][CH2:11][Si:12]([CH3:15])([CH3:14])[CH3:13])([CH3:4])([CH3:3])[CH3:2].[C:39](OC(=O)N(C1S[C@]2(C(=O)NC(C)(C)C)[C@H]([C@](C3C=C(Br)C=CC=3F)(C)N=1)C2)COCC[Si](C)(C)C)(C)(C)C. (3) The reactants are: Cl[C:2]1[C:3]([CH3:22])=[CH:4][C:5]2[N:6]([C:8]([C:11]3[CH:16]=[CH:15][CH:14]=[C:13]([O:17][C:18]([F:21])([F:20])[F:19])[CH:12]=3)=[CH:9][N:10]=2)[N:7]=1.[CH3:23][N:24]1[CH2:29][CH2:28][CH:27]([CH2:30][OH:31])[CH2:26][CH2:25]1.CC([O-])(C)C.[Na+]. Given the product [CH3:22][C:3]1[C:2]([O:31][CH2:30][CH:27]2[CH2:28][CH2:29][N:24]([CH3:23])[CH2:25][CH2:26]2)=[N:7][N:6]2[C:8]([C:11]3[CH:16]=[CH:15][CH:14]=[C:13]([O:17][C:18]([F:21])([F:20])[F:19])[CH:12]=3)=[CH:9][N:10]=[C:5]2[CH:4]=1, predict the reactants needed to synthesize it. (4) Given the product [CH3:16][N:17]([C@@H:29]1[CH2:34][CH2:33][CH2:32][CH2:31][C@H:30]1[OH:35])[C:18]1[CH:23]=[CH:22][CH:21]=[CH:20][CH:19]=1, predict the reactants needed to synthesize it. The reactants are: C1CCCCC1.C1(C(C)C)C=CC=CC=1.[CH3:16][NH:17][C:18]1[CH:23]=[CH:22][CH:21]=[CH:20][CH:19]=1.C([Li])CCC.[CH:29]12[O:35][CH:30]1[CH2:31][CH2:32][CH2:33][CH2:34]2. (5) The reactants are: [Br:1][C:2]1[C:3]([CH:17]2OCC[O:18]2)=[CH:4][C:5]2[C:6]([CH3:16])([CH3:15])[C:7](=[O:14])[CH2:8][C:9]([CH3:13])([CH3:12])[C:10]=2[CH:11]=1.Cl. Given the product [Br:1][C:2]1[C:3]([CH:17]=[O:18])=[CH:4][C:5]2[C:6]([CH3:16])([CH3:15])[C:7](=[O:14])[CH2:8][C:9]([CH3:12])([CH3:13])[C:10]=2[CH:11]=1, predict the reactants needed to synthesize it.